From a dataset of Peptide-MHC class II binding affinity with 134,281 pairs from IEDB. Regression. Given a peptide amino acid sequence and an MHC pseudo amino acid sequence, predict their binding affinity value. This is MHC class II binding data. (1) The peptide sequence is DVLREPHLYTFSFRN. The MHC is DRB1_1101 with pseudo-sequence DRB1_1101. The binding affinity (normalized) is 0.286. (2) The peptide sequence is FDNIYSVNIERGLGL. The MHC is DRB1_1302 with pseudo-sequence DRB1_1302. The binding affinity (normalized) is 0.628. (3) The peptide sequence is LNYMSPHHKKLAQAV. The binding affinity (normalized) is 0.420. The MHC is HLA-DQA10303-DQB10402 with pseudo-sequence HLA-DQA10303-DQB10402. (4) The peptide sequence is FKSGRGCGSCFEIKC. The MHC is HLA-DPA10103-DPB10201 with pseudo-sequence HLA-DPA10103-DPB10201. The binding affinity (normalized) is 0.0293. (5) The peptide sequence is SDYVYQPFPKTVWEQ. The MHC is DRB1_0802 with pseudo-sequence DRB1_0802. The binding affinity (normalized) is 0.133.